Task: Predict the reaction yield, written as a fraction of the theoretical maximum amount of product (1.0 means a 100% yield; for example, 0.34 means a 34% yield).. Dataset: Reaction yield outcomes from USPTO patents with 853,638 reactions (1) The reactants are [CH2:1]([S:3]([C:6]1[CH:13]=[CH:12][C:9]([CH:10]=[O:11])=[CH:8][C:7]=1[F:14])(=[O:5])=[O:4])[CH3:2].Cl.OO.[O-:18]Cl=O.[Na+]. The catalyst is CC#N.O. The product is [CH2:1]([S:3]([C:6]1[CH:13]=[CH:12][C:9]([C:10]([OH:18])=[O:11])=[CH:8][C:7]=1[F:14])(=[O:4])=[O:5])[CH3:2]. The yield is 0.990. (2) The reactants are Br[C:2]1[CH:3]=[CH:4][C:5]([O:8][CH3:9])=[N:6][CH:7]=1.[Li]CCCC.[CH:15](=[O:17])[CH3:16]. The catalyst is CCOCC. The product is [CH3:9][O:8][C:5]1[N:6]=[CH:7][C:2]([CH:15]([OH:17])[CH3:16])=[CH:3][CH:4]=1. The yield is 0.910. (3) The catalyst is CN1CCCC1=O.[OH-].[Na+]. The product is [I:1][C:2]1[CH:3]=[CH:4][C:5]2[N:6]([CH:8]=[C:9]([NH:11][C:17](=[O:18])[CH2:16][N:14]([CH3:15])[CH3:13])[N:10]=2)[N:7]=1. The yield is 0.740. The reactants are [I:1][C:2]1[CH:3]=[CH:4][C:5]2[N:6]([CH:8]=[C:9]([NH2:11])[N:10]=2)[N:7]=1.Cl.[CH3:13][N:14]([CH2:16][C:17](Cl)=[O:18])[CH3:15]. (4) The reactants are [H-].[H-].[H-].[H-].[Li+].[Al+3].[F:7][C:8]1[CH:13]=[CH:12][CH:11]=[CH:10][C:9]=1[C:14]1[CH:22]=[CH:21][C:17]([C:18](O)=[O:19])=[CH:16][CH:15]=1.O.[OH-].[K+]. The catalyst is C1COCC1. The product is [F:7][C:8]1[CH:13]=[CH:12][CH:11]=[CH:10][C:9]=1[C:14]1[CH:22]=[CH:21][C:17]([CH2:18][OH:19])=[CH:16][CH:15]=1. The yield is 0.850. (5) The reactants are Cl[CH:2]([C:5]1[N:6]([C:15]2[CH:20]=[C:19]([F:21])[CH:18]=[C:17]([F:22])[CH:16]=2)[C:7](=[O:14])[C:8]2[S:13][CH:12]=[CH:11][C:9]=2[N:10]=1)[CH2:3][CH3:4].[NH3:23]. The catalyst is CO. The product is [NH2:23][CH:2]([C:5]1[N:6]([C:15]2[CH:20]=[C:19]([F:21])[CH:18]=[C:17]([F:22])[CH:16]=2)[C:7](=[O:14])[C:8]2[S:13][CH:12]=[CH:11][C:9]=2[N:10]=1)[CH2:3][CH3:4]. The yield is 0.500.